Dataset: Catalyst prediction with 721,799 reactions and 888 catalyst types from USPTO. Task: Predict which catalyst facilitates the given reaction. (1) Product: [CH2:1]([O:3][C:4]([C:5]1[O:6][C:7]2=[CH:8][N:9]=[CH:10][C:11]([Cl:15])=[C:12]2[CH:13]=1)=[O:16])[CH3:2]. The catalyst class is: 11. Reactant: [CH2:1]([O:3][C:4](=[O:16])[CH2:5][O:6][C:7]1[CH:8]=[N:9][CH:10]=[C:11]([Cl:15])[C:12]=1[CH:13]=O)[CH3:2].C1CCN2C(=NCCC2)CC1.CCOC(C)=O. (2) Reactant: [Cl:1][C:2]1[C:3]([CH2:12][OH:13])=[N:4][CH:5]=[C:6]([C:8]([F:11])([F:10])[F:9])[CH:7]=1.ClCCl.[CH3:17][S:18](Cl)(=[O:20])=[O:19]. Product: [CH3:17][S:18]([O:13][CH2:12][C:3]1[C:2]([Cl:1])=[CH:7][C:6]([C:8]([F:11])([F:9])[F:10])=[CH:5][N:4]=1)(=[O:20])=[O:19]. The catalyst class is: 25.